From a dataset of Catalyst prediction with 721,799 reactions and 888 catalyst types from USPTO. Predict which catalyst facilitates the given reaction. Reactant: [CH2:1]([O:3][C:4]([C:6]1([O:10][C:11]2[CH:12]=[CH:13][C:14]3[O:18][C:17]([NH:19][CH:20]4[CH2:25][CH2:24][N:23]([CH2:26][C:27]5[CH:32]=[C:31]([O:33][CH2:34][CH3:35])[C:30](F)=[C:29]([O:37][CH2:38][CH3:39])[CH:28]=5)[CH2:22][CH2:21]4)=[N:16][C:15]=3[CH:40]=2)[CH2:9][CH2:8][CH2:7]1)=[O:5])[CH3:2].C(OC1C=C(C=C(OCC)C=1[N:52]1[CH:56]=[CH:55][CH:54]=[CH:53]1)C=O)C.C([BH3-])#N.[Na+].C(N(C(C)C)C(C)C)C. Product: [CH2:1]([O:3][C:4]([C:6]1([O:10][C:11]2[CH:12]=[CH:13][C:14]3[O:18][C:17]([NH:19][CH:20]4[CH2:25][CH2:24][N:23]([CH2:26][C:27]5[CH:32]=[C:31]([O:33][CH2:34][CH3:35])[C:30]([N:52]6[CH:56]=[CH:55][CH:54]=[CH:53]6)=[C:29]([O:37][CH2:38][CH3:39])[CH:28]=5)[CH2:22][CH2:21]4)=[N:16][C:15]=3[CH:40]=2)[CH2:9][CH2:8][CH2:7]1)=[O:5])[CH3:2]. The catalyst class is: 212.